From a dataset of Forward reaction prediction with 1.9M reactions from USPTO patents (1976-2016). Predict the product of the given reaction. (1) Given the reactants [CH:1]([C@H:3]1[CH2:8][CH2:7][C@H:6]([C@H:9]2[CH2:14][CH2:13][C@H:12]([CH2:15][OH:16])[CH2:11][CH2:10]2)[CH2:5][CH2:4]1)=[CH2:2].N1C=CC=CC=1.[CH3:23][S:24](Cl)(=[O:26])=[O:25].Cl, predict the reaction product. The product is: [CH3:23][S:24]([O:16][CH2:15][C@H:12]1[CH2:13][CH2:14][C@H:9]([C@H:6]2[CH2:7][CH2:8][C@H:3]([CH:1]=[CH2:2])[CH2:4][CH2:5]2)[CH2:10][CH2:11]1)(=[O:26])=[O:25]. (2) Given the reactants C(=O)([O-])[O-].[Cs+].[Cs+].[C:7]([O:11][C:12](=[O:28])[NH:13][C@H:14]([C:16]1[CH:21]=[CH:20][C:19]([CH:22]2[CH2:27][CH2:26][NH:25][CH2:24][CH2:23]2)=[CH:18][CH:17]=1)[CH3:15])([CH3:10])([CH3:9])[CH3:8].Br[C:30]1[CH:35]=[CH:34][C:33]([O:36][CH2:37][CH3:38])=[CH:32][CH:31]=1.CC(C1C=C(C(C)C)C(C2C=CC=CC=2P(C2CCCCC2)C2CCCCC2)=C(C(C)C)C=1)C, predict the reaction product. The product is: [C:7]([O:11][C:12](=[O:28])[NH:13][C@H:14]([C:16]1[CH:17]=[CH:18][C:19]([CH:22]2[CH2:27][CH2:26][N:25]([C:30]3[CH:35]=[CH:34][C:33]([O:36][CH2:37][CH3:38])=[CH:32][CH:31]=3)[CH2:24][CH2:23]2)=[CH:20][CH:21]=1)[CH3:15])([CH3:8])([CH3:9])[CH3:10]. (3) The product is: [CH2:1]([O:3][C:4](=[O:18])[CH2:5][C@@H:6]([NH:14][C:15](=[O:17])[CH3:16])[C@H:7]([CH3:13])[C@H:8]([CH3:12])[CH2:9][CH2:10][CH3:11])[CH3:2]. Given the reactants [CH2:1]([O:3][C:4](=[O:18])/[CH:5]=[C:6](\[NH:14][C:15](=[O:17])[CH3:16])/[C@H:7]([CH3:13])[C@H:8]([CH3:12])[CH2:9][CH2:10][CH3:11])[CH3:2], predict the reaction product. (4) Given the reactants [Cl:1][C:2]1[C:10]([C:11]([O:13]C)=[O:12])=[CH:9][C:8]([I:15])=[C:7]2[C:3]=1[C:4]([S:16][CH3:17])=[CH:5][NH:6]2.[OH-].[K+], predict the reaction product. The product is: [Cl:1][C:2]1[C:10]([C:11]([OH:13])=[O:12])=[CH:9][C:8]([I:15])=[C:7]2[C:3]=1[C:4]([S:16][CH3:17])=[CH:5][NH:6]2. (5) Given the reactants [NH:1]([C:3]([CH:5]1[CH2:10][CH2:9][N:8]([C:11](OC(C)(C)C)=O)[CH2:7][CH2:6]1)=O)[NH2:2].[N:18]1[CH:23]=[CH:22][CH:21]=[CH:20][C:19]=1[C:24]#[N:25].[Br:26][C:27]1[CH:28]=[N:29][N:30]2[CH:35]=[C:34]([C:36]3[CH:41]=[CH:40][CH:39]=[CH:38][CH:37]=3)[C:33]([C:42]3[CH:49]=[CH:48][C:45](C=O)=[CH:44][CH:43]=3)=[N:32][C:31]=12.[BH-](OC(C)=O)(OC(C)=O)OC(C)=O.[Na+], predict the reaction product. The product is: [Br:26][C:27]1[CH:28]=[N:29][N:30]2[CH:35]=[C:34]([C:36]3[CH:41]=[CH:40][CH:39]=[CH:38][CH:37]=3)[C:33]([C:42]3[CH:43]=[CH:44][C:45]([CH2:11][N:8]4[CH2:7][CH2:6][CH:5]([C:3]5[N:25]=[C:24]([C:19]6[CH:20]=[CH:21][CH:22]=[CH:23][N:18]=6)[NH:2][N:1]=5)[CH2:10][CH2:9]4)=[CH:48][CH:49]=3)=[N:32][C:31]=12. (6) The product is: [NH2:11][C:8]1[N:9]=[CH:10][C:5]([CH2:4][CH2:3][C:1]#[N:2])=[N:6][CH:7]=1. Given the reactants [C:1]([CH2:3][CH2:4][C:5]1[N:6]=[CH:7][C:8]([NH:11]C(=O)OC(C)(C)C)=[N:9][CH:10]=1)#[N:2].C(O)(C(F)(F)F)=O, predict the reaction product. (7) Given the reactants [CH:1]1[C:6]2[CH2:7][CH2:8][CH2:9][CH2:10][C:11](=[O:12])[C:5]=2[CH:4]=[CH:3][CH:2]=1.CO[CH:15](OC)[N:16]([CH3:18])[CH3:17], predict the reaction product. The product is: [CH3:15][N:16](/[CH:18]=[C:10]1/[C:11](=[O:12])[C:5]2[CH:4]=[CH:3][CH:2]=[CH:1][C:6]=2[CH2:7][CH2:8][CH2:9]/1)[CH3:17].